From a dataset of Forward reaction prediction with 1.9M reactions from USPTO patents (1976-2016). Predict the product of the given reaction. (1) Given the reactants [CH2:1]([O:3][C:4](=[O:30])[CH:5]([N:16]=C(C1C=CC=CC=1)C1C=CC=CC=1)[CH2:6][C:7]1[CH:12]=[CH:11][CH:10]=[C:9]([N+:13]([O-:15])=[O:14])[CH:8]=1)[CH3:2].Cl, predict the reaction product. The product is: [CH2:1]([O:3][C:4](=[O:30])[CH:5]([NH2:16])[CH2:6][C:7]1[CH:12]=[CH:11][CH:10]=[C:9]([N+:13]([O-:15])=[O:14])[CH:8]=1)[CH3:2]. (2) Given the reactants [Br:1][C:2]1[CH:3]=[C:4]2[C:10](/[CH:11]=[C:12]3\[O:13][C:14]4[C:21]([CH2:22][N:23]5[CH2:28][CH2:27][N:26](C(OC(C)(C)C)=O)[CH2:25][CH2:24]5)=[C:20]([OH:36])[CH:19]=[CH:18][C:15]=4[C:16]\3=[O:17])=[CH:9][NH:8][C:5]2=[N:6][CH:7]=1.[ClH:37], predict the reaction product. The product is: [ClH:37].[ClH:37].[ClH:37].[Br:1][C:2]1[CH:3]=[C:4]2[C:10](/[CH:11]=[C:12]3\[O:13][C:14]4[C:21]([CH2:22][N:23]5[CH2:28][CH2:27][NH:26][CH2:25][CH2:24]5)=[C:20]([OH:36])[CH:19]=[CH:18][C:15]=4[C:16]\3=[O:17])=[CH:9][NH:8][C:5]2=[N:6][CH:7]=1. (3) Given the reactants [CH3:1][O:2][C:3]1[C:8]([O:9][CH3:10])=[C:7]([O:11][CH2:12][C:13]2[CH:18]=[CH:17][CH:16]=[CH:15][CH:14]=2)[C:6]([CH3:19])=[C:5](Br)[N:4]=1.O1CCCC1.C([Li])CCC.[O:31]1[CH2:36][CH2:35][CH2:34][CH2:33][CH:32]1[O:37][CH2:38][CH2:39][CH2:40][CH2:41][CH2:42][CH2:43][CH2:44][CH2:45][CH2:46]Br, predict the reaction product. The product is: [CH3:1][O:2][C:3]1[C:8]([O:9][CH3:10])=[C:7]([O:11][CH2:12][C:13]2[CH:18]=[CH:17][CH:16]=[CH:15][CH:14]=2)[C:6]([CH3:19])=[C:5]([CH2:46][CH2:45][CH2:44][CH2:43][CH2:42][CH2:41][CH2:40][CH2:39][CH2:38][O:37][CH:32]2[CH2:33][CH2:34][CH2:35][CH2:36][O:31]2)[N:4]=1. (4) The product is: [Cl:24][C:21]1[CH:22]=[CH:23][C:18]([C:5]2[N:6]([C:8]3[CH:13]=[CH:12][C:11]([S:14]([CH3:17])(=[O:15])=[O:16])=[CH:10][CH:9]=3)[CH:7]=[C:3]([CH2:2][S:32][C:27]3[CH:28]=[CH:29][CH:30]=[CH:31][C:26]=3[Cl:25])[N:4]=2)=[CH:19][CH:20]=1. Given the reactants Cl[CH2:2][C:3]1[N:4]=[C:5]([C:18]2[CH:23]=[CH:22][C:21]([Cl:24])=[CH:20][CH:19]=2)[N:6]([C:8]2[CH:13]=[CH:12][C:11]([S:14]([CH3:17])(=[O:16])=[O:15])=[CH:10][CH:9]=2)[CH:7]=1.[Cl:25][C:26]1[CH:31]=[CH:30][CH:29]=[CH:28][C:27]=1[SH:32].C(=O)([O-])[O-].[K+].[K+], predict the reaction product. (5) Given the reactants O.O.[C:3](O)(=O)[C:4]([OH:6])=[O:5].[CH3:9][N:10]([CH3:24])[CH2:11][CH2:12][C:13]1[C:21]2[C:16](=[CH:17][CH:18]=[C:19]([CH:22]=[O:23])[CH:20]=2)[NH:15][CH:14]=1.C(O)(=O)[C:26]([OH:28])=[O:27], predict the reaction product. The product is: [CH:22]([C:19]1[CH:20]=[C:21]2[C:16](=[CH:17][CH:18]=1)[NH:15][CH:14]=[C:13]2[CH2:12][CH2:11][NH+:10]([CH3:9])[CH3:24])=[O:23].[C:26]([CH2:3][C:4]([O-:6])=[O:5])([OH:28])=[O:27]. (6) Given the reactants C[O-].[Na+].[CH2:4]([C:11]12[C:27]3[N:26]([CH3:28])[N:25]=[CH:24][C:23]=3[CH2:22][CH2:21][CH:12]1[CH:13]([CH3:20])[C:14]1[O:18][N:17]=[CH:16][C:15]=1[CH2:19]2)[C:5]1[CH:10]=[CH:9][CH:8]=[CH:7][CH:6]=1, predict the reaction product. The product is: [CH2:4]([C:11]12[CH2:19][CH:15]([C:16]#[N:17])[C:14](=[O:18])[CH:13]([CH3:20])[CH:12]1[CH2:21][CH2:22][C:23]1[CH:24]=[N:25][N:26]([CH3:28])[C:27]=12)[C:5]1[CH:6]=[CH:7][CH:8]=[CH:9][CH:10]=1. (7) Given the reactants [BH4-].[Na+:2].[C:3]([O-:15])(=[O:14])[CH2:4][C:5]([CH2:10][C:11]([O-:13])=[O:12])([C:7]([O-:9])=[O:8])[OH:6], predict the reaction product. The product is: [OH2:6].[OH2:6].[C:3]([O-:15])(=[O:14])[CH2:4][C:5]([CH2:10][C:11]([O-:13])=[O:12])([C:7]([O-:9])=[O:8])[OH:6].[Na+:2].[Na+:2].[Na+:2]. (8) The product is: [CH3:1][S:2]([C:5]1[CH:6]=[CH:7][C:8]([O:14][CH:15]([C:18]([F:21])([F:20])[F:19])[CH2:16][CH3:17])=[C:9]([C:10]([N:33]2[CH2:34][CH2:35][N:30]([C:28]3[S:29][C:25]([C:24]([F:37])([F:23])[F:36])=[CH:26][N:27]=3)[CH2:31][CH2:32]2)=[O:12])[CH:13]=1)(=[O:3])=[O:4]. Given the reactants [CH3:1][S:2]([C:5]1[CH:6]=[CH:7][C:8]([O:14][CH:15]([C:18]([F:21])([F:20])[F:19])[CH2:16][CH3:17])=[C:9]([CH:13]=1)[C:10]([OH:12])=O)(=[O:4])=[O:3].Cl.[F:23][C:24]([F:37])([F:36])[C:25]1[S:29][C:28]([N:30]2[CH2:35][CH2:34][NH:33][CH2:32][CH2:31]2)=[N:27][CH:26]=1, predict the reaction product.